From a dataset of Forward reaction prediction with 1.9M reactions from USPTO patents (1976-2016). Predict the product of the given reaction. (1) The product is: [F:23][C:20]1[CH:21]=[CH:22][C:17]([O:16][CH2:15][CH2:14][NH:13][C:3]2[CH:2]=[CH:12][C:6]([C:7]([O:9][CH2:10][CH3:11])=[O:8])=[CH:5][N:4]=2)=[CH:18][CH:19]=1. Given the reactants Cl[C:2]1[C:3]([NH:13][CH2:14][CH2:15][O:16][C:17]2[CH:22]=[CH:21][C:20]([F:23])=[CH:19][CH:18]=2)=[N:4][CH:5]=[C:6]([CH:12]=1)[C:7]([O:9][CH2:10][CH3:11])=[O:8].CCN(CC)CC.CO, predict the reaction product. (2) Given the reactants [CH3:1][O:2][CH2:3][C@H:4]([CH3:38])[O:5][C:6]1[CH:7]=[C:8]([C:23]2[NH:27][C:26]([C:28]([NH:30][CH2:31][C@H:32](O)[C:33]([F:36])([F:35])[F:34])=[O:29])=[CH:25][CH:24]=2)[CH:9]=[C:10]([O:12][C:13]2[CH:18]=[CH:17][C:16]([S:19]([CH3:22])(=[O:21])=[O:20])=[CH:15][CH:14]=2)[CH:11]=1.C(N(CC)CC)C.CS(O)(=O)=O.C(=O)([O-])O.[Na+], predict the reaction product. The product is: [CH3:1][O:2][CH2:3][C@H:4]([CH3:38])[O:5][C:6]1[CH:7]=[C:8]([C:23]2[NH:27][C:26]([C:28]3[O:29][C@@H:32]([C:33]([F:34])([F:35])[F:36])[CH2:31][N:30]=3)=[CH:25][CH:24]=2)[CH:9]=[C:10]([O:12][C:13]2[CH:18]=[CH:17][C:16]([S:19]([CH3:22])(=[O:20])=[O:21])=[CH:15][CH:14]=2)[CH:11]=1.